This data is from TCR-epitope binding with 47,182 pairs between 192 epitopes and 23,139 TCRs. The task is: Binary Classification. Given a T-cell receptor sequence (or CDR3 region) and an epitope sequence, predict whether binding occurs between them. (1) The epitope is YEGNSPFHPL. The TCR CDR3 sequence is CASSETGGAHNEQFF. Result: 1 (the TCR binds to the epitope). (2) The TCR CDR3 sequence is CASSDPDSYNEQFF. Result: 0 (the TCR does not bind to the epitope). The epitope is TPINLVRDL. (3) The epitope is MMISAGFSL. The TCR CDR3 sequence is CASSGTGATAYGYTF. Result: 1 (the TCR binds to the epitope). (4) The epitope is SFHSLHLLF. The TCR CDR3 sequence is CASSPPRGAEQYF. Result: 1 (the TCR binds to the epitope). (5) The epitope is ELAGIGILTV. The TCR CDR3 sequence is CSVAGTSGRGPDTQYF. Result: 1 (the TCR binds to the epitope). (6) The epitope is KLPDDFTGCV. The TCR CDR3 sequence is CASSQMDRVGTEAFF. Result: 1 (the TCR binds to the epitope). (7) The epitope is FLKEKGGL. The TCR CDR3 sequence is CASRPTDRNTGELFF. Result: 1 (the TCR binds to the epitope). (8) The epitope is VVYRGTTTY. The TCR CDR3 sequence is CASSSAGVTNTGELFF. Result: 1 (the TCR binds to the epitope). (9) The epitope is FLPRVFSAV. The TCR CDR3 sequence is CASSLGGGEAFF. Result: 1 (the TCR binds to the epitope).